This data is from Peptide-MHC class II binding affinity with 134,281 pairs from IEDB. The task is: Regression. Given a peptide amino acid sequence and an MHC pseudo amino acid sequence, predict their binding affinity value. This is MHC class II binding data. (1) The peptide sequence is MSMSMILVGVIMMFL. The MHC is DRB1_1302 with pseudo-sequence DRB1_1302. The binding affinity (normalized) is 0.418. (2) The peptide sequence is VGAITTIEDPVLAKK. The MHC is DRB1_0405 with pseudo-sequence DRB1_0405. The binding affinity (normalized) is 0.302. (3) The peptide sequence is AGSYAADLGYGPATP. The MHC is HLA-DQA10104-DQB10503 with pseudo-sequence HLA-DQA10104-DQB10503. The binding affinity (normalized) is 0. (4) The peptide sequence is QFKPEEITGIMKDLD. The MHC is DRB4_0101 with pseudo-sequence DRB4_0103. The binding affinity (normalized) is 0.284. (5) The peptide sequence is SSWIELDEIGEDVAP. The MHC is DRB1_0301 with pseudo-sequence DRB1_0301. The binding affinity (normalized) is 0.592. (6) The peptide sequence is ALITEQFLNYVIHKL. The MHC is DRB1_0101 with pseudo-sequence DRB1_0101. The binding affinity (normalized) is 0.370. (7) The peptide sequence is SFIHNLRLSSSINIK. The MHC is H-2-IAb with pseudo-sequence H-2-IAb. The binding affinity (normalized) is 0.201.